This data is from Reaction yield outcomes from USPTO patents with 853,638 reactions. The task is: Predict the reaction yield, written as a fraction of the theoretical maximum amount of product (1.0 means a 100% yield; for example, 0.34 means a 34% yield). (1) The reactants are [CH3:1][C:2]([O:8][CH2:9][C:10]1[CH:15]=[CH:14][C:13](/[CH:16]=[CH:17]\[CH2:18][N:19]2[CH:23]=[CH:22][CH:21]=[C:20]2[C:24](=[O:32])[C:25]2[CH:30]=[CH:29][C:28]([CH3:31])=[CH:27][CH:26]=2)=[CH:12][CH:11]=1)([CH3:7])[C:3]([O:5]C)=[O:4].CO.[OH-].[Li+]. The catalyst is C1COCC1.O. The product is [CH3:7][C:2]([O:8][CH2:9][C:10]1[CH:15]=[CH:14][C:13](/[CH:16]=[CH:17]\[CH2:18][N:19]2[CH:23]=[CH:22][CH:21]=[C:20]2[C:24](=[O:32])[C:25]2[CH:30]=[CH:29][C:28]([CH3:31])=[CH:27][CH:26]=2)=[CH:12][CH:11]=1)([CH3:1])[C:3]([OH:5])=[O:4]. The yield is 0.660. (2) The reactants are [C:1]([C:3]1[CH:4]=[C:5]([NH:9][C:10](=[O:22])[O:11][CH2:12][CH2:13][C:14]2[CH:19]=[CH:18][C:17]([Br:20])=[CH:16][C:15]=2[CH3:21])[CH:6]=[CH:7][CH:8]=1)#[N:2].Br[C:24]1C=CC(CCO)=C(CC)C=1.N(C1C=C(C=CC=1)C#N)=C=O. No catalyst specified. The product is [C:1]([C:3]1[CH:4]=[C:5]([NH:9][C:10](=[O:22])[O:11][CH2:12][CH2:13][C:14]2[CH:19]=[CH:18][C:17]([Br:20])=[CH:16][C:15]=2[CH2:21][CH3:24])[CH:6]=[CH:7][CH:8]=1)#[N:2]. The yield is 0.570. (3) The reactants are [CH3:1][N:2]1[C:6]([NH2:7])=[CH:5][C:4]([C:8]([F:11])([F:10])[F:9])=[N:3]1.Cl[C:13]([O:15][C:16]1[CH:21]=[CH:20][CH:19]=[CH:18][CH:17]=1)=[O:14]. No catalyst specified. The product is [CH3:1][N:2]1[C:6]([NH:7][C:13](=[O:14])[O:15][C:16]2[CH:21]=[CH:20][CH:19]=[CH:18][CH:17]=2)=[CH:5][C:4]([C:8]([F:9])([F:10])[F:11])=[N:3]1. The yield is 0.260. (4) The yield is 0.510. The catalyst is CN(C=O)C. The reactants are C([Si](C)(C)[O:6][C:7]1[C:12]([CH3:13])=[CH:11][C:10]([CH:14]2[C:22]3[C:17](=[CH:18][CH:19]=[CH:20][CH:21]=3)[N:16]([CH2:23][C:24]3[CH:29]=[CH:28][CH:27]=[CH:26][C:25]=3[Cl:30])[C:15]2=[O:31])=[CH:9][C:8]=1[CH3:32])(C)(C)C.C[Si]([N-][Si](C)(C)C)(C)C.[K+].Br[CH2:46][CH2:47][CH2:48][O:49][Si](C(C)(C)C)(C)C.CCCC[N+](CCCC)(CCCC)CCCC.[F-]. The product is [Cl:30][C:25]1[CH:26]=[CH:27][CH:28]=[CH:29][C:24]=1[CH2:23][N:16]1[C:17]2[C:22](=[CH:21][CH:20]=[CH:19][CH:18]=2)[C:14]([C:10]2[CH:11]=[C:12]([CH3:13])[C:7]([OH:6])=[C:8]([CH3:32])[CH:9]=2)([CH2:46][CH2:47][CH2:48][OH:49])[C:15]1=[O:31]. (5) The reactants are [C:1]([O:5][C:6](=[O:34])[NH:7][C@@H:8]([C:28]1[CH:33]=[CH:32][CH:31]=[CH:30][CH:29]=1)[C:9]([N:11]1[CH2:15][CH2:14][CH2:13][C@H:12]1[C:16](=[O:27])[NH:17][C:18]1[N:19]=[C:20]2[N:24]([CH:25]=1)[CH:23]=[C:22](Br)[S:21]2)=[O:10])([CH3:4])([CH3:3])[CH3:2].[CH3:35][O:36][C:37](=[O:70])[NH:38][C@H:39]([C:43]([N:45]1[CH2:49][CH2:48][CH2:47][C@H:46]1[C:50]1[NH:51][C:52]([C:55]2[CH:60]=[CH:59][C:58](B3OC(C)(C)C(C)(C)O3)=[CH:57][CH:56]=2)=[CH:53][N:54]=1)=[O:44])[CH:40]([CH3:42])[CH3:41]. No catalyst specified. The product is [CH3:35][O:36][C:37](=[O:70])[NH:38][C@H:39]([C:43]([N:45]1[CH2:49][CH2:48][CH2:47][C@H:46]1[C:50]1[NH:51][C:52]([C:55]2[CH:56]=[CH:57][C:58]([C:22]3[S:21][C:20]4=[N:19][C:18]([NH:17][C:16]([C@@H:12]5[CH2:13][CH2:14][CH2:15][N:11]5[C:9](=[O:10])[C@@H:8]([NH:7][C:6]([O:5][C:1]([CH3:4])([CH3:3])[CH3:2])=[O:34])[C:28]5[CH:33]=[CH:32][CH:31]=[CH:30][CH:29]=5)=[O:27])=[CH:25][N:24]4[CH:23]=3)=[CH:59][CH:60]=2)=[CH:53][N:54]=1)=[O:44])[CH:40]([CH3:42])[CH3:41]. The yield is 0.100. (6) The reactants are [C:1]([O:5][C:6]([N:8]1[CH2:13][CH2:12][N:11]([C:14](=[O:31])[S:15][CH2:16][C:17]2[CH:22]=[CH:21][C:20]([O:23][Si](C(C)(C)C)(C)C)=[CH:19][CH:18]=2)[CH2:10][CH2:9]1)=[O:7])([CH3:4])([CH3:3])[CH3:2].CCCC[N+](CCCC)(CCCC)CCCC.[F-]. The catalyst is C1COCC1.O. The product is [C:1]([O:5][C:6]([N:8]1[CH2:13][CH2:12][N:11]([C:14](=[O:31])[S:15][CH2:16][C:17]2[CH:18]=[CH:19][C:20]([OH:23])=[CH:21][CH:22]=2)[CH2:10][CH2:9]1)=[O:7])([CH3:4])([CH3:2])[CH3:3]. The yield is 0.470. (7) The reactants are [CH2:1]([O:8][C:9]1[C:14](OC)=[CH:13][C:12](B(O)O)=[C:11]([O:20][CH3:21])[CH:10]=1)[C:2]1[CH:7]=[CH:6][CH:5]=[CH:4][CH:3]=1.[CH3:22][O:23][C:24](=[O:42])[C:25]1[CH:30]=[C:29]([C:31](=[O:33])[CH3:32])[CH:28]=[CH:27][C:26]=1OS(C(F)(F)F)(=O)=O.C([O-])([O-])=O.[K+].[K+].O. The catalyst is [Cl-].[Na+].O.C1C=CC([P]([Pd]([P](C2C=CC=CC=2)(C2C=CC=CC=2)C2C=CC=CC=2)([P](C2C=CC=CC=2)(C2C=CC=CC=2)C2C=CC=CC=2)[P](C2C=CC=CC=2)(C2C=CC=CC=2)C2C=CC=CC=2)(C2C=CC=CC=2)C2C=CC=CC=2)=CC=1.C(OCC)(=O)C. The product is [CH3:22][O:23][C:24]([C:25]1[C:26]([C:12]2[CH:13]=[CH:14][C:9]([O:8][CH2:1][C:2]3[CH:3]=[CH:4][CH:5]=[CH:6][CH:7]=3)=[CH:10][C:11]=2[O:20][CH3:21])=[CH:27][CH:28]=[C:29]([C:31](=[O:33])[CH3:32])[CH:30]=1)=[O:42]. The yield is 0.990. (8) The reactants are Cl[C:2]1[C:11]2[C:6](=[CH:7][C:8]([N+:12]([O-:14])=[O:13])=[CH:9][CH:10]=2)[C:5]([F:15])=[CH:4][N:3]=1.C1C=CC(P(C2C(C3C(P(C4C=CC=CC=4)C4C=CC=CC=4)=CC=C4C=3C=CC=C4)=C3C(C=CC=C3)=CC=2)C2C=CC=CC=2)=CC=1.C1(C(C2C=CC=CC=2)=[NH:69])C=CC=CC=1.CC(C)([O-])C.[Na+].Cl. The catalyst is C1(C)C=CC=CC=1.CCOC(C)=O.[Cl-].[Na+].O.C1C=CC(/C=C/C(/C=C/C2C=CC=CC=2)=O)=CC=1.C1C=CC(/C=C/C(/C=C/C2C=CC=CC=2)=O)=CC=1.C1C=CC(/C=C/C(/C=C/C2C=CC=CC=2)=O)=CC=1.[Pd].[Pd]. The product is [F:15][C:5]1[C:6]2[C:11](=[CH:10][CH:9]=[C:8]([N+:12]([O-:14])=[O:13])[CH:7]=2)[C:2]([NH2:69])=[N:3][CH:4]=1. The yield is 0.566. (9) The catalyst is CC(O)C. The reactants are [CH2:1]([NH2:8])[C:2]1[CH:7]=[CH:6][CH:5]=[CH:4][CH:3]=1.C([O:12][C:13]1[CH:14]=[C:15]2[C:20](=[CH:21][C:22]=1[O:23][CH3:24])[N:19]=[CH:18][N:17]=[C:16]2Cl)(=O)C. The yield is 0.760. The product is [CH2:1]([NH:8][C:16]1[C:15]2[C:20](=[CH:21][C:22]([O:23][CH3:24])=[C:13]([OH:12])[CH:14]=2)[N:19]=[CH:18][N:17]=1)[C:2]1[CH:7]=[CH:6][CH:5]=[CH:4][CH:3]=1.